Dataset: Reaction yield outcomes from USPTO patents with 853,638 reactions. Task: Predict the reaction yield, written as a fraction of the theoretical maximum amount of product (1.0 means a 100% yield; for example, 0.34 means a 34% yield). (1) The reactants are [CH3:1][S:2]([C:5]1[CH:10]=[CH:9][C:8](B(O)O)=[CH:7][CH:6]=1)(=[O:4])=[O:3].Br[C:15]1[CH:16]=[CH:17][C:18]([O:21][CH2:22][CH:23]2[CH2:28][CH2:27][N:26]([C:29]([O:31][C:32]([CH3:35])([CH3:34])[CH3:33])=[O:30])[CH2:25][CH2:24]2)=[N:19][CH:20]=1.C([O-])([O-])=O.[Na+].[Na+]. The catalyst is COCCOC.C1C=CC([P]([Pd]([P](C2C=CC=CC=2)(C2C=CC=CC=2)C2C=CC=CC=2)([P](C2C=CC=CC=2)(C2C=CC=CC=2)C2C=CC=CC=2)[P](C2C=CC=CC=2)(C2C=CC=CC=2)C2C=CC=CC=2)(C2C=CC=CC=2)C2C=CC=CC=2)=CC=1. The product is [CH3:1][S:2]([C:5]1[CH:10]=[CH:9][C:8]([C:15]2[CH:16]=[CH:17][C:18]([O:21][CH2:22][CH:23]3[CH2:24][CH2:25][N:26]([C:29]([O:31][C:32]([CH3:35])([CH3:34])[CH3:33])=[O:30])[CH2:27][CH2:28]3)=[N:19][CH:20]=2)=[CH:7][CH:6]=1)(=[O:4])=[O:3]. The yield is 0.930. (2) The reactants are O.S(=O)(=O)(O)O.[NH2:7][C@H:8]1[C:13]2[CH:14]=[C:15]([C:18](=[O:20])[CH3:19])[CH:16]=[CH:17][C:12]=2[O:11][C:10]([CH3:22])([CH3:21])[C@H:9]1[OH:23].[OH-].[Na+].[CH3:26][C:27]([O:30][C:31](O[C:31]([O:30][C:27]([CH3:29])([CH3:28])[CH3:26])=[O:32])=[O:32])([CH3:29])[CH3:28]. The catalyst is C1COCC1.O. The product is [C:18]([C:15]1[CH:16]=[CH:17][C:12]2[O:11][C:10]([CH3:22])([CH3:21])[C@@H:9]([OH:23])[C@@H:8]([NH:7][C:31](=[O:32])[O:30][C:27]([CH3:29])([CH3:28])[CH3:26])[C:13]=2[CH:14]=1)(=[O:20])[CH3:19]. The yield is 0.978.